The task is: Predict the reactants needed to synthesize the given product.. This data is from Full USPTO retrosynthesis dataset with 1.9M reactions from patents (1976-2016). Given the product [Br:15][C:11]1[CH:12]=[CH:13][CH:14]=[C:9]2[C:10]=1[CH:5]=[N:6][N:7]=[CH:8]2, predict the reactants needed to synthesize it. The reactants are: BrC1C=C(C=CC=1)/[CH:5]=[N:6]/[N:7]=[CH:8]/[C:9]1[CH:14]=[CH:13][CH:12]=[C:11]([Br:15])[CH:10]=1.[Cl-].[Al+3].[Cl-].[Cl-].[Br-].[Al+3].[Br-].[Br-].